Dataset: Peptide-MHC class I binding affinity with 185,985 pairs from IEDB/IMGT. Task: Regression. Given a peptide amino acid sequence and an MHC pseudo amino acid sequence, predict their binding affinity value. This is MHC class I binding data. (1) The peptide sequence is APRGFRAAF. The MHC is HLA-A11:01 with pseudo-sequence HLA-A11:01. The binding affinity (normalized) is 0.0847. (2) The peptide sequence is KNDAVYIGY. The MHC is HLA-A02:01 with pseudo-sequence HLA-A02:01. The binding affinity (normalized) is 0.0847. (3) The peptide sequence is LLDTGPFSA. The MHC is HLA-A02:01 with pseudo-sequence HLA-A02:01. The binding affinity (normalized) is 0.581. (4) The peptide sequence is KSRQGDTKV. The MHC is HLA-A24:03 with pseudo-sequence HLA-A24:03. The binding affinity (normalized) is 0.0847.